From a dataset of Catalyst prediction with 721,799 reactions and 888 catalyst types from USPTO. Predict which catalyst facilitates the given reaction. (1) Reactant: C[O:2][C:3](=O)[C:4]1[CH:9]=[CH:8][C:7]([NH:10][C:11]2[CH:12]=[N:13][C:14]([O:17][CH3:18])=[CH:15][CH:16]=2)=[N:6][C:5]=1[F:19].[AlH4-].[Li+].O.O.O.O.O.O.O.O.O.O.S([O-])([O-])(=O)=O.[Na+].[Na+]. Product: [F:19][C:5]1[C:4]([CH2:3][OH:2])=[CH:9][CH:8]=[C:7]([NH:10][C:11]2[CH:12]=[N:13][C:14]([O:17][CH3:18])=[CH:15][CH:16]=2)[N:6]=1. The catalyst class is: 7. (2) Reactant: [N:1]1[CH:6]=[CH:5][CH:4]=[CH:3][CH:2]=1.[FH:7].C([O-])(O)=[O:9].[Na+].[C:13](OCC)(=[O:15])[CH3:14]. Product: [F:7][C:4]1([CH:5]([OH:9])[C:6]#[N:1])[CH2:14][CH2:13][O:15][CH2:2][CH2:3]1. The catalyst class is: 4. (3) Reactant: C([O:8][C:9]1[CH:10]=[CH:11][C:12]([C@@H:20]([O:34][Si:35]([C:38]([CH3:41])([CH3:40])[CH3:39])([CH3:37])[CH3:36])[CH2:21][NH:22][C@H:23]([CH3:33])[CH2:24][C:25]2[CH:30]=[CH:29][CH:28]=[C:27]([CH2:31][OH:32])[CH:26]=2)=[C:13]2[C:18]=1[NH:17][C:16](=[O:19])[CH:15]=[CH:14]2)C1C=CC=CC=1.[H][H]. Product: [Si:35]([O:34][C@H:20]([C:12]1[CH:11]=[CH:10][C:9]([OH:8])=[C:18]2[C:13]=1[CH:14]=[CH:15][C:16](=[O:19])[NH:17]2)[CH2:21][NH:22][C@H:23]([CH3:33])[CH2:24][C:25]1[CH:30]=[CH:29][CH:28]=[C:27]([CH2:31][OH:32])[CH:26]=1)([C:38]([CH3:41])([CH3:39])[CH3:40])([CH3:37])[CH3:36]. The catalyst class is: 63. (4) Reactant: [NH2:1][C@@H:2]1[C:11]2[C:6](=[CH:7][CH:8]=[CH:9][CH:10]=2)[C@H:5]([OH:12])[CH2:4][CH2:3]1.[H-].[Na+].F[C:16]1[CH:17]=[CH:18][C:19]2[N:20]([C:22]([N:25]3[CH2:31][CH2:30][CH2:29][CH2:28][CH2:27][CH2:26]3)=[N:23][N:24]=2)[CH:21]=1. Product: [N:25]1([C:22]2[N:20]3[CH:21]=[C:16]([O:12][C@H:5]4[C:6]5[C:11](=[CH:10][CH:9]=[CH:8][CH:7]=5)[C@@H:2]([NH2:1])[CH2:3][CH2:4]4)[CH:17]=[CH:18][C:19]3=[N:24][N:23]=2)[CH2:26][CH2:27][CH2:28][CH2:29][CH2:30][CH2:31]1. The catalyst class is: 18. (5) The catalyst class is: 247. Product: [Br:1][C:2]1[CH:7]=[CH:6][C:5]([C:8]2[O:12][N:11]=[C:10]([CH3:13])[C:9]=2[NH2:31])=[CH:4][CH:3]=1. Reactant: [Br:1][C:2]1[CH:7]=[CH:6][C:5]([C:8]2[O:12][N:11]=[C:10]([CH3:13])[C:9]=2C(O)=O)=[CH:4][CH:3]=1.C1(P([N:31]=[N+]=[N-])(C2C=CC=CC=2)=O)C=CC=CC=1.C(N(CC)CC)C.O. (6) Reactant: C([N:8]1[CH:13]([CH3:14])[CH2:12][CH:11]=[C:10]([C:15]([O:17][CH3:18])=[O:16])[CH2:9]1)C1C=CC=CC=1.Cl[C:20]([O:22][CH2:23][CH:24]=[CH2:25])=[O:21].C(=O)([O-])O.[Na+].C(OCC)(=O)C. Product: [CH3:14][CH:13]1[N:8]([C:20]([O:22][CH2:23][CH:24]=[CH2:25])=[O:21])[CH2:9][C:10]([C:15]([O:17][CH3:18])=[O:16])=[CH:11][CH2:12]1. The catalyst class is: 1. (7) Reactant: [C:1]([C:5]1[CH:23]=[C:8]2[N:9]=[C:10]([CH3:22])[C:11]([CH:14]([CH2:19][CH2:20][CH3:21])[C:15]([O:17][CH3:18])=[O:16])=[C:12]([Cl:13])[N:7]2[N:6]=1)([CH3:4])([CH3:3])[CH3:2].[Br:24]N1C(=O)CCC1=O. Product: [Br:24][C:23]1[C:5]([C:1]([CH3:3])([CH3:4])[CH3:2])=[N:6][N:7]2[C:12]([Cl:13])=[C:11]([CH:14]([CH2:19][CH2:20][CH3:21])[C:15]([O:17][CH3:18])=[O:16])[C:10]([CH3:22])=[N:9][C:8]=12. The catalyst class is: 96. (8) Reactant: [CH3:1][C:2]1[CH:3]=[CH:4][C:5]([N+:9]([O-:11])=[O:10])=[C:6]([CH:8]=1)[NH2:7].Cl.[N:13]([O-])=O.[Na+].[CH3:17][CH:18](C(C)=O)[C:19]([O:21][CH2:22][CH3:23])=[O:20].[OH-].[K+]. Product: [CH3:1][C:2]1[CH:3]=[CH:4][C:5]([N+:9]([O-:11])=[O:10])=[C:6]([NH:7][N:13]=[C:18]([CH3:17])[C:19]([O:21][CH2:22][CH3:23])=[O:20])[CH:8]=1. The catalyst class is: 40. (9) Reactant: [Cl:1][C:2]1[CH:3]=[C:4]([N:8]2[C:13](=[O:14])[C:12]([O:15][CH2:16][CH:17]([CH3:19])[CH3:18])=[C:11]([C:20]3[CH:25]=[CH:24][C:23]([S:26](C)(=[O:28])=[O:27])=[CH:22][CH:21]=3)[CH:10]=[N:9]2)[CH:5]=[CH:6][CH:7]=1.[NH3:30]. Product: [Cl:1][C:2]1[CH:3]=[C:4]([N:8]2[C:13](=[O:14])[C:12]([O:15][CH2:16][CH:17]([CH3:19])[CH3:18])=[C:11]([C:20]3[CH:25]=[CH:24][C:23]([S:26]([NH2:30])(=[O:28])=[O:27])=[CH:22][CH:21]=3)[CH:10]=[N:9]2)[CH:5]=[CH:6][CH:7]=1. The catalyst class is: 16.